Dataset: Catalyst prediction with 721,799 reactions and 888 catalyst types from USPTO. Task: Predict which catalyst facilitates the given reaction. (1) The catalyst class is: 23. Reactant: [CH3:1][Si:2]([CH3:19])([CH3:18])[CH2:3][CH2:4][O:5][CH2:6][O:7][CH2:8][C:9]1[N:10]=[C:11]([C:14]([NH:16][NH2:17])=[O:15])[S:12][CH:13]=1.[CH3:20][O:21][C:22](=[O:30])[C:23]([CH3:29])([CH3:28])[CH2:24][C:25](O)=[O:26].CN(C(ON1N=NC2C=CC=NC1=2)=[N+](C)C)C.F[P-](F)(F)(F)(F)F.O. Product: [CH3:28][C:23]([CH3:29])([CH2:24][C:25](=[O:26])[NH:17][NH:16][C:14]([C:11]1[S:12][CH:13]=[C:9]([CH2:8][O:7][CH2:6][O:5][CH2:4][CH2:3][Si:2]([CH3:19])([CH3:18])[CH3:1])[N:10]=1)=[O:15])[C:22]([O:21][CH3:20])=[O:30]. (2) Reactant: [OH-].[Na+].C[O:4][C:5](=[O:45])[CH:6]([CH2:38][C:39]1[CH:44]=[CH:43][CH:42]=[CH:41][CH:40]=1)[CH2:7][O:8][C:9]1[CH:18]=[CH:17][C:16]2[C:11](=[CH:12][CH:13]=[C:14]([CH2:19][N:20]([C:22]([C:24]3[O:25][C:26]4[CH:36]=[CH:35][CH:34]=[CH:33][C:27]=4[C:28]=3[CH2:29][CH2:30][CH2:31][CH3:32])=[O:23])[CH3:21])[CH:15]=2)[C:10]=1[Br:37].O.Cl. Product: [CH2:38]([CH:6]([CH2:7][O:8][C:9]1[CH:18]=[CH:17][C:16]2[C:11](=[CH:12][CH:13]=[C:14]([CH2:19][N:20]([C:22]([C:24]3[O:25][C:26]4[CH:36]=[CH:35][CH:34]=[CH:33][C:27]=4[C:28]=3[CH2:29][CH2:30][CH2:31][CH3:32])=[O:23])[CH3:21])[CH:15]=2)[C:10]=1[Br:37])[C:5]([OH:45])=[O:4])[C:39]1[CH:44]=[CH:43][CH:42]=[CH:41][CH:40]=1. The catalyst class is: 5. (3) Reactant: [O:1]1[C:5]2[CH:6]=[CH:7][C:8]([C:10]3[O:14][CH:13]=[N:12][C:11]=3Br)=[CH:9][C:4]=2[O:3][CH2:2]1.Br[C:17]1[CH:22]=[CH:21][CH:20]=[C:19]([CH3:23])[N:18]=1.C[Sn](C)(C)[Sn](C)(C)C. Product: [O:1]1[C:5]2[CH:6]=[CH:7][C:8]([C:10]3[O:14][CH:13]=[N:12][C:11]=3[C:17]3[CH:22]=[CH:21][CH:20]=[C:19]([CH3:23])[N:18]=3)=[CH:9][C:4]=2[O:3][CH2:2]1. The catalyst class is: 77. (4) Reactant: F[C:2]1[N:7]=[C:6]([NH2:8])[CH:5]=[CH:4][CH:3]=1.[NH:9]1[CH2:14][CH2:13][CH2:12][CH2:11][CH2:10]1. Product: [N:9]1([C:2]2[N:7]=[C:6]([NH2:8])[CH:5]=[CH:4][CH:3]=2)[CH2:14][CH2:13][CH2:12][CH2:11][CH2:10]1. The catalyst class is: 6. (5) Reactant: [CH2:1]([C:3]1[C:11]2[C:6](=[CH:7][CH:8]=[CH:9][C:10]=2[NH:12][C:13]([C:15]2[N:19]3[CH:20]=[CH:21][CH:22]=[CH:23][C:18]3=[N:17][CH:16]=2)=[O:14])[N:5]([CH2:24][C:25]2[CH:30]=[CH:29][CH:28]=[C:27]([O:31][CH2:32][C@@H:33]3[C@@H:37]([OH:38])[CH2:36][CH2:35][NH:34]3)[N:26]=2)[N:4]=1)[CH3:2].C=O.[BH-](OC(C)=O)(OC(C)=O)O[C:43](C)=O.[Na+]. Product: [CH2:1]([C:3]1[C:11]2[C:6](=[CH:7][CH:8]=[CH:9][C:10]=2[NH:12][C:13]([C:15]2[N:19]3[CH:20]=[CH:21][CH:22]=[CH:23][C:18]3=[N:17][CH:16]=2)=[O:14])[N:5]([CH2:24][C:25]2[CH:30]=[CH:29][CH:28]=[C:27]([O:31][CH2:32][C@@H:33]3[C@@H:37]([OH:38])[CH2:36][CH2:35][N:34]3[CH3:43])[N:26]=2)[N:4]=1)[CH3:2]. The catalyst class is: 5. (6) Reactant: Cl.[NH2:2][CH2:3][C:4]1[CH:5]=[C:6]2[C:10](=[CH:11][CH:12]=1)[C:9](=[O:13])[N:8]([CH:14]1[CH2:19][CH2:18][C:17](=[O:20])[NH:16][C:15]1=[O:21])[CH2:7]2.[Cl:22][C:23]1[CH:28]=[CH:27][CH:26]=[C:25]([Cl:29])[C:24]=1[N:30]=[C:31]=[O:32].C(N(CC)CC)C.Cl. Product: [Cl:22][C:23]1[CH:28]=[CH:27][CH:26]=[C:25]([Cl:29])[C:24]=1[NH:30][C:31]([NH:2][CH2:3][C:4]1[CH:5]=[C:6]2[C:10](=[CH:11][CH:12]=1)[C:9](=[O:13])[N:8]([CH:14]1[CH2:19][CH2:18][C:17](=[O:20])[NH:16][C:15]1=[O:21])[CH2:7]2)=[O:32]. The catalyst class is: 10.